This data is from Retrosynthesis with 50K atom-mapped reactions and 10 reaction types from USPTO. The task is: Predict the reactants needed to synthesize the given product. (1) Given the product CCOC(=O)c1cc2c(nc(C)n2C)c2c1CCC1(Cc3ccccc3C1)N2, predict the reactants needed to synthesize it. The reactants are: CCOC(=O)c1cc2c(nc(C)n2C)c2c1C(=O)CC1(Cc3ccccc3C1)N2. (2) The reactants are: CN(C)CCN.O=C(O)c1cccc(-c2cccc3cc(C(=O)N[C@@H]4CN5CCC4CC5)oc23)c1. Given the product CN(C)CCNC(=O)c1cccc(-c2cccc3cc(C(=O)N[C@@H]4CN5CCC4CC5)oc23)c1, predict the reactants needed to synthesize it. (3) The reactants are: Nc1cc(I)ccc1C(=O)O.O=S(=O)(Cl)c1c(F)cccc1F. Given the product O=C(O)c1ccc(I)cc1NS(=O)(=O)c1c(F)cccc1F, predict the reactants needed to synthesize it. (4) Given the product CCCN(CCC)CCCCNC(=O)c1cn2c(n1)CCC(CNCc1ncc[nH]1)C2, predict the reactants needed to synthesize it. The reactants are: CCCN(CCC)CCCCNC(=O)c1cn2c(n1)CCC(CN)C2.O=Cc1ncc[nH]1. (5) Given the product N#CCOc1cccc(C=O)c1, predict the reactants needed to synthesize it. The reactants are: N#CCBr.O=Cc1cccc(O)c1. (6) Given the product N#Cc1ccc(OCCCCCCBr)cc1, predict the reactants needed to synthesize it. The reactants are: BrCCCCCCBr.N#Cc1ccc(O)cc1. (7) Given the product COc1cc(CN(CCC(=O)NOC(C)(C)C)C(=O)C(C)C)ccc1OCc1ccccc1, predict the reactants needed to synthesize it. The reactants are: CC(C)C(=O)Cl.COc1cc(CNCCC(=O)NOC(C)(C)C)ccc1OCc1ccccc1. (8) Given the product Clc1ccc(Oc2ccc(OC[C@H]3CCCN3)cc2)cc1, predict the reactants needed to synthesize it. The reactants are: CC(C)(C)OC(=O)N1CCC[C@@H]1COc1ccc(Oc2ccc(Cl)cc2)cc1. (9) Given the product CC(C)(C)[C@H](NS(C)(=O)=O)C(=O)O, predict the reactants needed to synthesize it. The reactants are: CC(C)(C)[C@H](N)C(=O)O.CS(=O)(=O)Cl. (10) Given the product CC(=O)c1ccc(CBr)cc1, predict the reactants needed to synthesize it. The reactants are: CC(=O)c1ccc(C)cc1.O=C1CCC(=O)N1Br.